Dataset: Forward reaction prediction with 1.9M reactions from USPTO patents (1976-2016). Task: Predict the product of the given reaction. (1) The product is: [CH2:3]([N:10]1[CH2:15][CH2:14][C:13]2([CH2:19][C:18]3[C:20]([CH3:27])=[C:21]([O:26][CH2:34][C:33]4[CH:36]=[CH:37][C:30]([O:29][CH3:28])=[CH:31][CH:32]=4)[C:22]([CH3:25])=[C:23]([CH3:24])[C:17]=3[O:16]2)[CH2:12][CH2:11]1)[C:4]1[CH:9]=[CH:8][CH:7]=[CH:6][CH:5]=1. Given the reactants [H-].[Na+].[CH2:3]([N:10]1[CH2:15][CH2:14][C:13]2([CH2:19][C:18]3[C:20]([CH3:27])=[C:21]([OH:26])[C:22]([CH3:25])=[C:23]([CH3:24])[C:17]=3[O:16]2)[CH2:12][CH2:11]1)[C:4]1[CH:9]=[CH:8][CH:7]=[CH:6][CH:5]=1.[CH3:28][O:29][C:30]1[CH:37]=[CH:36][C:33]([CH2:34]Cl)=[CH:32][CH:31]=1.O, predict the reaction product. (2) The product is: [Cl:5][C:6]1[CH:7]=[C:8]([O:12][C:13]2[CH:19]=[CH:18][C:16]([N:17]=[C:1]=[O:2])=[CH:15][CH:14]=2)[N:9]=[CH:10][N:11]=1. Given the reactants [C:1](Cl)(Cl)=[O:2].[Cl:5][C:6]1[N:11]=[CH:10][N:9]=[C:8]([O:12][C:13]2[CH:19]=[CH:18][C:16]([NH2:17])=[CH:15][CH:14]=2)[CH:7]=1, predict the reaction product.